From a dataset of Full USPTO retrosynthesis dataset with 1.9M reactions from patents (1976-2016). Predict the reactants needed to synthesize the given product. (1) Given the product [CH3:1][O:2][C:3]([C:5]1([C:11]2[CH:12]=[CH:13][C:14]([Cl:17])=[CH:15][CH:16]=2)[CH2:6][CH2:7][N:8]([CH2:25][CH2:26][CH:27]=[C:28]2[C:34]3[CH:35]=[CH:36][CH:37]=[N:38][C:33]=3[CH2:32][O:31][C:30]3[CH:39]=[CH:40][C:41]([C:43]([OH:46])([CH3:45])[CH3:44])=[CH:42][C:29]2=3)[CH2:9][CH2:10]1)=[O:4], predict the reactants needed to synthesize it. The reactants are: [CH3:1][O:2][C:3]([C:5]1([C:11]2[CH:16]=[CH:15][C:14]([Cl:17])=[CH:13][CH:12]=2)[CH2:10][CH2:9][NH:8][CH2:7][CH2:6]1)=[O:4].C(=O)([O-])[O-].[K+].[K+].Br[CH2:25][CH2:26][CH:27]=[C:28]1[C:34]2[CH:35]=[CH:36][CH:37]=[N:38][C:33]=2[CH2:32][O:31][C:30]2[CH:39]=[CH:40][C:41]([C:43]([OH:46])([CH3:45])[CH3:44])=[CH:42][C:29]1=2. (2) The reactants are: [CH3:1][O:2][C:3]([NH:5][C@@H:6]([CH:67]([CH3:69])[CH3:68])[C:7]([N:9]1[CH2:13][CH2:12][CH2:11][C@H:10]1[C:14]1[NH:15][C:16]([C:19]2[CH:20]=[C:21]3[C:26](=[CH:27][CH:28]=2)[CH:25]=[C:24]([C:29]2[CH:34]=[CH:33][C:32]([C:35]4[NH:39][C:38]([C@@H:40]5[CH2:44][CH2:43][CH2:42][N:41]5[C:45]([C@H:47]5[C:56]6[C:51](=[CH:52][CH:53]=[CH:54][CH:55]=6)[CH2:50][CH2:49][N:48]5C(OCC5C=CC=CC=5)=O)=[O:46])=[N:37][CH:36]=4)=[CH:31][CH:30]=2)[CH:23]=[CH:22]3)=[CH:17][N:18]=1)=[O:8])=[O:4]. Given the product [CH3:68][CH:67]([CH3:69])[C@H:6]([NH:5][C:3](=[O:4])[O:2][CH3:1])[C:7](=[O:8])[N:9]1[CH2:13][CH2:12][CH2:11][C@H:10]1[C:14]1[NH:15][C:16]([C:19]2[CH:28]=[CH:27][C:26]3[C:21](=[CH:22][CH:23]=[C:24]([C:29]4[CH:34]=[CH:33][C:32]([C:35]5[NH:39][C:38]([C@@H:40]6[CH2:44][CH2:43][CH2:42][N:41]6[C:45]([C@H:47]6[C:56]7[C:51](=[CH:52][CH:53]=[CH:54][CH:55]=7)[CH2:50][CH2:49][NH:48]6)=[O:46])=[N:37][CH:36]=5)=[CH:31][CH:30]=4)[CH:25]=3)[CH:20]=2)=[CH:17][N:18]=1, predict the reactants needed to synthesize it. (3) Given the product [ClH:3].[CH3:22][O:20][C:19](=[O:21])[C@H:8]([CH2:9][C:10]1[C:18]2[C:13](=[CH:14][CH:15]=[CH:16][CH:17]=2)[NH:12][CH:11]=1)[NH2:7], predict the reactants needed to synthesize it. The reactants are: O=S(Cl)[Cl:3].[OH-].[Na+].[NH2:7][C@H:8]([C:19]([OH:21])=[O:20])[CH2:9][C:10]1[C:18]2[C:13](=[CH:14][CH:15]=[CH:16][CH:17]=2)[NH:12][CH:11]=1.[CH:22]1C=C2C(C(O)(O)C(=O)C2=CC=1)=O. (4) Given the product [NH2:13][C:9]1[CH:8]=[C:7]([CH2:6][N:1]2[C:5]([CH3:26])=[CH:4][N:3]=[CH:2]2)[CH:12]=[CH:11][CH:10]=1, predict the reactants needed to synthesize it. The reactants are: [N:1]1([CH2:6][C:7]2[CH:12]=[CH:11][CH:10]=[C:9]([NH:13]C(OC(C)(C)C)=O)[CH:8]=2)[CH:5]=[CH:4][N:3]=[CH:2]1.OS(O)(=O)=O.[CH3:26]O. (5) The reactants are: [N:1]([CH:4]([CH:7]1[CH2:11][O:10][C:9]([CH3:13])([CH3:12])[O:8]1)[CH2:5]I)=[N+]=[N-].[H-].[H-].[H-].[H-].[Li+].[Al+3].[N-]=[N+]=[N-].[OH-].[Na+]. Given the product [CH3:12][C:9]1([CH3:13])[O:8][CH:7]([CH:4]2[CH2:5][NH:1]2)[CH2:11][O:10]1, predict the reactants needed to synthesize it. (6) The reactants are: [NH:1]1[CH2:6][CH2:5][CH:4]([N:7]2[N:11]=[C:10]([CH2:12][O:13][C:14]3[CH:15]=[CH:16][C:17]([N:20]4[CH:24]=[N:23][N:22]=[N:21]4)=[N:18][CH:19]=3)[CH:9]=[N:8]2)[CH2:3][CH2:2]1.C(N(CC)CC)C.Cl[C:33]([O:35][CH:36]([CH3:38])[CH3:37])=[O:34].O. Given the product [N:20]1([C:17]2[N:18]=[CH:19][C:14]([O:13][CH2:12][C:10]3[CH:9]=[N:8][N:7]([CH:4]4[CH2:3][CH2:2][N:1]([C:33]([O:35][CH:36]([CH3:38])[CH3:37])=[O:34])[CH2:6][CH2:5]4)[N:11]=3)=[CH:15][CH:16]=2)[CH:24]=[N:23][N:22]=[N:21]1, predict the reactants needed to synthesize it. (7) Given the product [CH2:1]([C:4]1[C:13]2[O:12][CH2:11][C:10]3=[N:14][NH:15][C:16](=[O:18])[N:9]3[C:8]=2[CH:7]=[CH:6][CH:5]=1)[CH:2]=[CH2:3], predict the reactants needed to synthesize it. The reactants are: [CH2:1]([C:4]1[C:13]2[O:12][CH2:11][C:10]([NH:14][NH:15][C:16]([O:18]CC)=O)=[N:9][C:8]=2[CH:7]=[CH:6][CH:5]=1)[CH:2]=[CH2:3]. (8) Given the product [C:10]([OH:12])(=[O:11])[C:5]1[CH:6]=[CH:7][C:2]([C:1]([OH:9])=[O:8])=[CH:3][CH:4]=1, predict the reactants needed to synthesize it. The reactants are: [C:1]([OH:9])(=[O:8])[C:2]1[CH:7]=[CH:6][CH:5]=[CH:4][CH:3]=1.[C:10](=O)([OH:12])[O-:11].[Na+].[OH-].[Na+].